Dataset: Full USPTO retrosynthesis dataset with 1.9M reactions from patents (1976-2016). Task: Predict the reactants needed to synthesize the given product. (1) Given the product [N:12]1[CH:17]=[CH:16][CH:15]=[C:14]([C:2]2[CH:8]=[CH:7][C:5]([NH2:6])=[C:4]([N+:9]([O-:11])=[O:10])[CH:3]=2)[CH:13]=1, predict the reactants needed to synthesize it. The reactants are: Br[C:2]1[CH:8]=[CH:7][C:5]([NH2:6])=[C:4]([N+:9]([O-:11])=[O:10])[CH:3]=1.[N:12]1[CH:17]=[CH:16][CH:15]=[C:14](B(O)O)[CH:13]=1.P([O-])([O-])([O-])=O.[K+].[K+].[K+]. (2) Given the product [CH3:17][O:20][CH:12]([O:13][CH3:23])[C:9]1[CH:8]=[CH:7][C:6](/[CH:5]=[CH:4]/[C:3]([O:15][CH3:16])=[O:14])=[CH:11][CH:10]=1, predict the reactants needed to synthesize it. The reactants are: CO[C:3]([O:15][CH3:16])([OH:14])[CH:4]=[CH:5][C:6]1[CH:11]=[CH:10][C:9]([CH:12]=[O:13])=[CH:8][CH:7]=1.[C:17](=[O:20])([O-])[O-].[K+].[K+].[CH3:23]I. (3) Given the product [CH2:40]([N:47]([C:37]([C:34]1([NH:33][C:31]([O:30][CH2:23][C:24]2[CH:25]=[CH:26][CH:27]=[CH:28][CH:29]=2)=[O:32])[CH2:35][CH2:36]1)=[O:39])[CH2:48][C:49]([O:51][CH2:52][CH3:53])=[O:50])[C:41]1[CH:46]=[CH:45][CH:44]=[CH:43][CH:42]=1, predict the reactants needed to synthesize it. The reactants are: Cl.CN(C)CCCN=C=NCC.ON1C2C=CC=CC=2N=N1.[CH2:23]([O:30][C:31]([NH:33][C:34]1([C:37]([OH:39])=O)[CH2:36][CH2:35]1)=[O:32])[C:24]1[CH:29]=[CH:28][CH:27]=[CH:26][CH:25]=1.[CH2:40]([NH:47][CH2:48][C:49]([O:51][CH2:52][CH3:53])=[O:50])[C:41]1[CH:46]=[CH:45][CH:44]=[CH:43][CH:42]=1. (4) The reactants are: Br[CH2:2][C:3]1[O:4][C:5](=[O:20])[C:6]2[C:11]([C:12]=1[C:13]1[CH:18]=[CH:17][CH:16]=[CH:15][C:14]=1[F:19])=[CH:10][CH:9]=[CH:8][CH:7]=2.[N:21]1[C:29]([NH2:30])=[C:28]2[C:24]([NH:25][CH:26]=[N:27]2)=[N:23][CH:22]=1.C([O-])([O-])=O.[K+].[K+]. Given the product [NH2:30][C:29]1[N:21]=[CH:22][N:23]=[C:24]2[C:28]=1[N:27]=[CH:26][N:25]2[CH2:2][C:3]1[O:4][C:5](=[O:20])[C:6]2[C:11]([C:12]=1[C:13]1[CH:18]=[CH:17][CH:16]=[CH:15][C:14]=1[F:19])=[CH:10][CH:9]=[CH:8][CH:7]=2, predict the reactants needed to synthesize it. (5) Given the product [O:14]([C:12]([NH:1][OH:2])=[O:13])[C:15]1[CH:20]=[CH:19][CH:18]=[CH:17][CH:16]=1, predict the reactants needed to synthesize it. The reactants are: [NH2:1][OH:2].O.C(N(CC)CC)C.Cl[C:12]([O:14][C:15]1[CH:20]=[CH:19][CH:18]=[CH:17][CH:16]=1)=[O:13]. (6) Given the product [CH2:13]([NH:20][C:1](=[O:5])[CH3:2])[C:14]1[CH:19]=[CH:18][CH:17]=[CH:16][CH:15]=1, predict the reactants needed to synthesize it. The reactants are: [CH2:1]([O:5]C(=O)OCC(C)C)[CH:2](C)C.[CH2:13]([NH2:20])[C:14]1[CH:19]=[CH:18][CH:17]=[CH:16][CH:15]=1. (7) Given the product [Br:1][C:2]1[N:3]([CH3:24])[C:4]([C:13]2[S:14][C:15]3[N:16]=[CH:17][N:18]=[C:19]([O:26][CH3:25])[C:20]=3[N:21]=2)=[C:5]([C:7]2[CH:12]=[CH:11][CH:10]=[CH:9][CH:8]=2)[N:6]=1, predict the reactants needed to synthesize it. The reactants are: [Br:1][C:2]1[N:3]([CH3:24])[C:4]([C:13]2[S:14][C:15]3[N:16]=[CH:17][N:18]=[C:19](SC)[C:20]=3[N:21]=2)=[C:5]([C:7]2[CH:12]=[CH:11][CH:10]=[CH:9][CH:8]=2)[N:6]=1.[CH3:25][O:26]C1C2N=C(C3N(C)C=NC=3C3C=CC=CC=3)SC=2N=CN=1.CN1C(C2SC3N=CN=C(SC)C=3N=2)=C(C2C=CC=CC=2)N=C1. (8) Given the product [N:28]1([C@@H:32]2[CH2:37][CH2:36][N:35]([CH2:11][C:9]3[S:10][C:5]4[C:4]([N:22]5[CH2:27][CH2:26][O:25][CH2:24][CH2:23]5)=[N:3][C:2]([Cl:1])=[N:7][C:6]=4[CH:8]=3)[CH2:34][C@H:33]2[C:38]([NH2:40])=[O:39])[CH2:31][CH2:30][CH2:29]1, predict the reactants needed to synthesize it. The reactants are: [Cl:1][C:2]1[N:3]=[C:4]([N:22]2[CH2:27][CH2:26][O:25][CH2:24][CH2:23]2)[C:5]2[S:10][C:9]([CH2:11]N3CC4(CCN(C)CC4)C3)=[CH:8][C:6]=2[N:7]=1.[N:28]1([CH:32]2[CH2:37][CH2:36][NH:35][CH2:34][CH:33]2[C:38]([NH2:40])=[O:39])[CH2:31][CH2:30][CH2:29]1.